From a dataset of Forward reaction prediction with 1.9M reactions from USPTO patents (1976-2016). Predict the product of the given reaction. (1) Given the reactants [F:1][CH:2]([C:4]1[CH:9]=[CH:8][N:7]=[C:6](I)[CH:5]=1)[CH3:3].[Br:11][C:12]1[N:17]=[C:16]([NH2:18])[CH:15]=[C:14]([CH3:19])[CH:13]=1.CC([O-])(C)C.[K+].C1C=CC(P(C2C(C3C(P(C4C=CC=CC=4)C4C=CC=CC=4)=CC=C4C=3C=CC=C4)=C3C(C=CC=C3)=CC=2)C2C=CC=CC=2)=CC=1, predict the reaction product. The product is: [Br:11][C:12]1[N:17]=[C:16]([NH:18][C:6]2[CH:5]=[C:4]([CH:2]([F:1])[CH3:3])[CH:9]=[CH:8][N:7]=2)[CH:15]=[C:14]([CH3:19])[CH:13]=1. (2) Given the reactants Br[C:2]1[C:3]2[C:4]([S:20][C:21]3[CH:26]=[CH:25][C:24]([Cl:27])=[CH:23][CH:22]=3)=[C:5]3[CH:14]([CH2:15][C:16]([O:18]C)=[O:17])[CH2:13][CH2:12][N:6]3[C:7]=2[CH:8]=[C:9]([F:11])[CH:10]=1.C([Sn](CCCC)(CCCC)[C:33]1[CH:37]=[CH:36][S:35][CH:34]=1)CCC, predict the reaction product. The product is: [Cl:27][C:24]1[CH:25]=[CH:26][C:21]([S:20][C:4]2[C:3]3[C:2]([C:33]4[CH:37]=[CH:36][S:35][CH:34]=4)=[CH:10][C:9]([F:11])=[CH:8][C:7]=3[N:6]3[CH2:12][CH2:13][CH:14]([CH2:15][C:16]([OH:18])=[O:17])[C:5]=23)=[CH:22][CH:23]=1. (3) Given the reactants N(C(OCC)=O)=NC(OCC)=O.[OH:13][CH2:14][CH2:15][CH2:16][N:17]1[CH2:21][CH2:20][CH2:19][C@H:18]1[C:22]([NH2:24])=[O:23].[Br:25][C:26]1[CH:45]=[CH:44][C:29]([NH:30][C:31]2[C:40]3[C:35](=[CH:36][C:37](O)=[C:38]([O:41][CH3:42])[CH:39]=3)[N:34]=[CH:33][N:32]=2)=[C:28]([F:46])[CH:27]=1.C1(P(C2C=CC=CC=2)C2C=CC=CC=2)C=CC=CC=1.C(Cl)[Cl:67], predict the reaction product. The product is: [ClH:67].[Br:25][C:26]1[CH:45]=[CH:44][C:29]([NH:30][C:31]2[C:40]3[C:35](=[CH:36][C:37]([O:13][CH2:14][CH2:15][CH2:16][N:17]4[CH2:21][CH2:20][CH2:19][C@H:18]4[C:22](=[O:23])[NH2:24])=[C:38]([O:41][CH3:42])[CH:39]=3)[N:34]=[CH:33][N:32]=2)=[C:28]([F:46])[CH:27]=1. (4) The product is: [C:47]([O-:49])(=[O:48])[CH3:46].[NH4+:8].[F:59][C:56]([F:57])([F:58])[C:54]1[CH:53]=[C:5]([CH:4]=[C:3]([C:2]([F:1])([F:61])[F:60])[CH:55]=1)[C:6]([N:8]1[CH2:12][C@@:11]([CH2:20][CH2:21][N:22]2[CH2:27][CH2:26][C:25]3([C:35]4[C:30](=[CH:31][CH:32]=[CH:33][CH:34]=4)[CH2:29][C@@H:28]3[O:36][CH2:37][C:38]([N:40]([CH3:52])[CH2:41][CH2:42][CH2:43][CH2:44][CH2:45][CH2:46][C:47]([OH:49])=[O:48])=[O:39])[CH2:24][CH2:23]2)([C:13]2[CH:18]=[CH:17][C:16]([F:19])=[CH:15][CH:14]=2)[O:10][CH2:9]1)=[O:7]. Given the reactants [F:1][C:2]([F:61])([F:60])[C:3]1[CH:4]=[C:5]([CH:53]=[C:54]([C:56]([F:59])([F:58])[F:57])[CH:55]=1)[C:6]([N:8]1[CH2:12][C@@:11]([CH2:20][CH2:21][N:22]2[CH2:27][CH2:26][C:25]3([C:35]4[C:30](=[CH:31][CH:32]=[CH:33][CH:34]=4)[CH2:29][C@@H:28]3[O:36][CH2:37][C:38]([N:40]([CH3:52])[CH2:41][CH2:42][CH2:43][CH2:44][CH2:45][CH2:46][C:47]([O:49]CC)=[O:48])=[O:39])[CH2:24][CH2:23]2)([C:13]2[CH:18]=[CH:17][C:16]([F:19])=[CH:15][CH:14]=2)[O:10][CH2:9]1)=[O:7].[OH-].[Na+].O.Cl, predict the reaction product. (5) Given the reactants [Cl:1][C:2]1[N:3]=[N:4][C:5]([Cl:13])=[CH:6][C:7]=1[O:8][CH2:9][C@@H:10]1[CH2:12][O:11]1.[N-:14]=[N+:15]=[N-:16].[Na+], predict the reaction product. The product is: [N:14]([CH2:12][C@H:10]([OH:11])[CH2:9][O:8][C:7]1[CH:6]=[C:5]([Cl:13])[N:4]=[N:3][C:2]=1[Cl:1])=[N+:15]=[N-:16]. (6) Given the reactants [NH:1]1[CH:5]=[C:4](/[CH:6]=[C:7]2\[C:8](=[O:33])[C:9]3[C:14]([CH2:15][CH2:16]\2)=[C:13]([O:17][CH2:18][C@H:19]2[CH2:23][CH2:22][CH2:21][N:20]2[C:24]2[N:32]=[CH:31][N:30]=[C:29]4[C:25]=2[N:26]=[CH:27][NH:28]4)[CH:12]=[CH:11][CH:10]=3)[N:3]=[CH:2]1.[OH-].[Na+], predict the reaction product. The product is: [NH:1]1[CH:5]=[C:4]([CH2:6][CH:7]2[CH2:16][CH2:15][C:14]3[C:9](=[CH:10][CH:11]=[CH:12][C:13]=3[O:17][CH2:18][C@H:19]3[CH2:23][CH2:22][CH2:21][N:20]3[C:24]3[N:32]=[CH:31][N:30]=[C:29]4[C:25]=3[N:26]=[CH:27][NH:28]4)[C:8]2=[O:33])[N:3]=[CH:2]1. (7) Given the reactants [CH3:1][N:2]([CH3:6])[CH2:3][CH2:4][NH2:5].CC(O)=O.[Br:11][C:12]1[CH:31]=[CH:30][C:15]2[O:16][CH2:17][C:18](=O)[CH2:19][N:20]3[C:28]4[CH:27]=[CH:26][CH:25]=[CH:24][C:23]=4[CH:22]=[C:21]3[C:14]=2[CH:13]=1.[BH-](OC(C)=O)(OC(C)=O)OC(C)=O.[Na+], predict the reaction product. The product is: [Br:11][C:12]1[CH:31]=[CH:30][C:15]2[O:16][CH2:17][CH:18]([NH:5][CH2:4][CH2:3][N:2]([CH3:6])[CH3:1])[CH2:19][N:20]3[C:28]4[CH:27]=[CH:26][CH:25]=[CH:24][C:23]=4[CH:22]=[C:21]3[C:14]=2[CH:13]=1.